This data is from Catalyst prediction with 721,799 reactions and 888 catalyst types from USPTO. The task is: Predict which catalyst facilitates the given reaction. (1) Reactant: [F:1][CH:2]([F:26])[O:3][C:4]1[CH:9]=[CH:8][CH:7]=[CH:6][C:5]=1[N:10]1[CH:15]=[C:14]([O:16][CH3:17])[C:13](=[O:18])[C:12]([C:19](=O)[CH:20]=[CH:21][N:22](C)C)=[N:11]1.[C:27]1([NH:33]N)[CH:32]=[CH:31][CH:30]=[CH:29][CH:28]=1. Product: [F:1][CH:2]([F:26])[O:3][C:4]1[CH:9]=[CH:8][CH:7]=[CH:6][C:5]=1[N:10]1[CH:15]=[C:14]([O:16][CH3:17])[C:13](=[O:18])[C:12]([C:19]2[N:33]([C:27]3[CH:32]=[CH:31][CH:30]=[CH:29][CH:28]=3)[N:22]=[CH:21][CH:20]=2)=[N:11]1. The catalyst class is: 52. (2) The catalyst class is: 4. Reactant: FC(F)(F)C(O)=O.[F:8][C:9]1[C:14]([F:15])=[CH:13][CH:12]=[CH:11][C:10]=1[C@H:16]1[CH2:22][N:21]([CH2:23][CH2:24][S:25][CH3:26])[C:20](=[O:27])[C@H:19]([NH:28]C(=O)OC(C)(C)C)[CH2:18][CH2:17]1. Product: [NH2:28][C@@H:19]1[CH2:18][CH2:17][C@@H:16]([C:10]2[CH:11]=[CH:12][CH:13]=[C:14]([F:15])[C:9]=2[F:8])[CH2:22][N:21]([CH2:23][CH2:24][S:25][CH3:26])[C:20]1=[O:27].